From a dataset of Catalyst prediction with 721,799 reactions and 888 catalyst types from USPTO. Predict which catalyst facilitates the given reaction. (1) Reactant: [Cl:1][C:2]1[CH:7]=[CH:6][C:5]([CH:8]([C:38]2[CH:43]=[CH:42][C:41]([Cl:44])=[CH:40][CH:39]=2)[C:9]2[CH:10]=[C:11]3[C:16](=[CH:17][CH:18]=2)[N:15]=[C:14]([O:19][CH2:20][CH2:21][CH2:22][C:23]([OH:25])=O)[N:13]=[C:12]3[NH:26][CH2:27][C:28]2[CH:33]=[CH:32][C:31]([C:34]([F:37])([F:36])[F:35])=[CH:30][CH:29]=2)=[CH:4][CH:3]=1.[NH4+].[Cl-].C[N:48](C(ON1N=NC2C=CC=NC1=2)=[N+](C)C)C.F[P-](F)(F)(F)(F)F.CCN(C(C)C)C(C)C. Product: [Cl:44][C:41]1[CH:40]=[CH:39][C:38]([CH:8]([C:5]2[CH:6]=[CH:7][C:2]([Cl:1])=[CH:3][CH:4]=2)[C:9]2[CH:10]=[C:11]3[C:16](=[CH:17][CH:18]=2)[N:15]=[C:14]([O:19][CH2:20][CH2:21][CH2:22][C:23]([NH2:48])=[O:25])[N:13]=[C:12]3[NH:26][CH2:27][C:28]2[CH:29]=[CH:30][C:31]([C:34]([F:35])([F:37])[F:36])=[CH:32][CH:33]=2)=[CH:43][CH:42]=1. The catalyst class is: 35. (2) Reactant: [CH3:1][N:2]1[CH2:7][CH2:6][N:5]([CH2:8][C:9]2[CH:14]=[CH:13][C:12]([C:15]([F:18])([F:17])[F:16])=[CH:11][C:10]=2[N+:19]([O-])=O)[CH2:4][CH2:3]1. Product: [CH3:1][N:2]1[CH2:3][CH2:4][N:5]([CH2:8][C:9]2[CH:14]=[CH:13][C:12]([C:15]([F:18])([F:16])[F:17])=[CH:11][C:10]=2[NH2:19])[CH2:6][CH2:7]1. The catalyst class is: 19. (3) Reactant: [CH3:1][C:2]1[CH:3]([C:9]([O:11][CH2:12][CH3:13])=[O:10])[CH2:4][CH2:5][C:6](=[O:8])[CH:7]=1.Cl. Product: [CH3:1][C@@H:2]1[CH2:7][C:6](=[O:8])[CH2:5][CH2:4][C@@H:3]1[C:9]([O:11][CH2:12][CH3:13])=[O:10]. The catalyst class is: 256. (4) Reactant: [C:1]([O:5][C:6](=[O:22])[NH:7][C:8]1[CH:13]=[CH:12][C:11]([N:14]2[CH:18]=[CH:17][CH:16]=[CH:15]2)=[CH:10][C:9]=1[N+:19]([O-])=O)([CH3:4])([CH3:3])[CH3:2]. Product: [C:1]([O:5][C:6](=[O:22])[NH:7][C:8]1[CH:13]=[CH:12][C:11]([N:14]2[CH:15]=[CH:16][CH:17]=[CH:18]2)=[CH:10][C:9]=1[NH2:19])([CH3:4])([CH3:2])[CH3:3]. The catalyst class is: 45.